Task: Predict the product of the given reaction.. Dataset: Forward reaction prediction with 1.9M reactions from USPTO patents (1976-2016) (1) Given the reactants [NH2:1][C:2]1([CH3:17])[C:6]2([CH2:8][CH2:7]2)[C:5](=O)[N:4]([CH2:10][C:11]2[CH:16]=[CH:15][CH:14]=[CH:13][CH:12]=2)[CH2:3]1.[H-].[Al+3].[Li+].[H-].[H-].[H-].O.[OH-].[Na+], predict the reaction product. The product is: [NH2:1][C:2]1([CH3:17])[C:6]2([CH2:8][CH2:7]2)[CH2:5][N:4]([CH2:10][C:11]2[CH:16]=[CH:15][CH:14]=[CH:13][CH:12]=2)[CH2:3]1. (2) Given the reactants [OH:1][C:2]1[CH:15]=[CH:14][C:5]2[C@H:6]([CH2:9][C:10]([O:12][CH3:13])=[O:11])[CH2:7][O:8][C:4]=2[CH:3]=1.[CH3:16][C:17]1[CH:22]=[C:21]([O:23][CH2:24][CH2:25][CH2:26][S:27]([CH3:30])(=[O:29])=[O:28])[CH:20]=[C:19]([CH3:31])[C:18]=1[C:32]1[CH:37]=[CH:36][CH:35]=[C:34]([CH2:38]O)[CH:33]=1.C(P(CCCC)CCCC)CCC.N(C(N1CCCCC1)=O)=NC(N1CCCCC1)=O, predict the reaction product. The product is: [CH3:31][C:19]1[CH:20]=[C:21]([O:23][CH2:24][CH2:25][CH2:26][S:27]([CH3:30])(=[O:28])=[O:29])[CH:22]=[C:17]([CH3:16])[C:18]=1[C:32]1[CH:37]=[CH:36][CH:35]=[C:34]([CH2:38][O:1][C:2]2[CH:15]=[CH:14][C:5]3[C@H:6]([CH2:9][C:10]([O:12][CH3:13])=[O:11])[CH2:7][O:8][C:4]=3[CH:3]=2)[CH:33]=1. (3) The product is: [CH3:5][C:3]([C:6]1[O:10][N:9]=[C:8]([NH:11][C:12]([NH:14][C:15]2[CH:16]=[CH:17][C:18]([C:21]3[N:22]=[C:23]4[N:27]([CH:28]=3)[C:26]3[CH:29]=[CH:30][C:31]([O:33][CH2:34][CH2:35][N:36]5[CH2:37][CH2:38][O:39][CH2:40][CH2:41]5)=[CH:32][C:25]=3[S:24]4)=[CH:19][CH:20]=2)=[O:13])[CH:7]=1)([CH3:4])[CH:2]=[O:1]. Given the reactants [OH:1][CH2:2][C:3]([C:6]1[O:10][N:9]=[C:8]([NH:11][C:12]([NH:14][C:15]2[CH:20]=[CH:19][C:18]([C:21]3[N:22]=[C:23]4[N:27]([CH:28]=3)[C:26]3[CH:29]=[CH:30][C:31]([O:33][CH2:34][CH2:35][N:36]5[CH2:41][CH2:40][O:39][CH2:38][CH2:37]5)=[CH:32][C:25]=3[S:24]4)=[CH:17][CH:16]=2)=[O:13])[CH:7]=1)([CH3:5])[CH3:4].CC(OI1(OC(C)=O)(OC(C)=O)OC(=O)C2C=CC=CC1=2)=O, predict the reaction product. (4) Given the reactants [F:1][C:2]1[CH:10]=[CH:9][C:5]([C:6]([OH:8])=O)=[CH:4][CH:3]=1.C(Cl)(=O)C(Cl)=O.[NH2:17][C:18]1[CH:23]=[CH:22][CH:21]=[CH:20][C:19]=1[S:24]([NH:27][C:28]1[CH:33]=[CH:32][C:31]([O:34][CH3:35])=[CH:30][CH:29]=1)(=[O:26])=[O:25].C(N(CC)CC)C, predict the reaction product. The product is: [CH3:35][O:34][C:31]1[CH:30]=[CH:29][C:28]([NH:27][S:24]([C:19]2[CH:20]=[CH:21][CH:22]=[CH:23][C:18]=2[NH:17][C:6](=[O:8])[C:5]2[CH:4]=[CH:3][C:2]([F:1])=[CH:10][CH:9]=2)(=[O:26])=[O:25])=[CH:33][CH:32]=1. (5) Given the reactants [Cl-].[C:2]([C:4]1([C:10]([O:12][CH3:13])=[O:11])[CH2:9][CH2:8][NH2+:7][CH2:6][CH2:5]1)#[N:3].C(N(CC)CC)C.[Cl:21][CH2:22][C:23](Cl)=[O:24].O, predict the reaction product. The product is: [Cl:21][CH2:22][C:23]([N:7]1[CH2:8][CH2:9][C:4]([C:2]#[N:3])([C:10]([O:12][CH3:13])=[O:11])[CH2:5][CH2:6]1)=[O:24].